From a dataset of Forward reaction prediction with 1.9M reactions from USPTO patents (1976-2016). Predict the product of the given reaction. Given the reactants [O-]P([O-])([O-])=O.[K+].[K+].[K+].[CH2:9]([NH2:16])[C:10]1[CH:15]=[CH:14][CH:13]=[CH:12][CH:11]=1.I[C:18]1[CH:25]=[CH:24][CH:23]=[CH:22][C:19]=1[CH2:20][OH:21].C(O)CO, predict the reaction product. The product is: [CH2:9]([NH:16][C:18]1[CH:25]=[CH:24][CH:23]=[CH:22][C:19]=1[CH2:20][OH:21])[C:10]1[CH:15]=[CH:14][CH:13]=[CH:12][CH:11]=1.